Task: Predict which catalyst facilitates the given reaction.. Dataset: Catalyst prediction with 721,799 reactions and 888 catalyst types from USPTO Reactant: Cl[C:2]12[C:23](=[O:24])[C:22]3[C:17](=[CH:18][CH:19]=[CH:20][CH:21]=3)[C:3]1([OH:25])[O:4][C:5]1[C:10]2=[CH:9][C:8]([CH:11]([CH3:13])[CH3:12])=[CH:7][C:6]=1[CH:14]([CH3:16])[CH3:15].[NH3:26].C(O)(C)C. Product: [NH2:26][C:2]12[C:23](=[O:24])[C:22]3[C:17](=[CH:18][CH:19]=[CH:20][CH:21]=3)[C:3]1([OH:25])[O:4][C:5]1[C:10]2=[CH:9][C:8]([CH:11]([CH3:13])[CH3:12])=[CH:7][C:6]=1[CH:14]([CH3:16])[CH3:15]. The catalyst class is: 7.